This data is from Forward reaction prediction with 1.9M reactions from USPTO patents (1976-2016). The task is: Predict the product of the given reaction. (1) Given the reactants C(OC([N:8]1[CH2:12][C@@H:11]([CH2:13][N:14]([CH:31]([CH3:33])[CH3:32])[C:15](=[O:30])[C:16]2[CH:21]=[CH:20][C:19]([O:22][CH3:23])=[C:18]([O:24][CH2:25][CH2:26][CH2:27][O:28][CH3:29])[CH:17]=2)[C@H:10]([NH2:34])[CH2:9]1)=O)(C)(C)C.Cl[C:36]([O:38][CH:39]1[CH2:44][CH2:43][CH2:42][CH2:41][CH2:40]1)=[O:37].CC#N.O.CC#N, predict the reaction product. The product is: [CH:39]1([O:38][C:36](=[O:37])[NH:34][C@H:10]2[C@H:11]([CH2:13][N:14]([CH:31]([CH3:32])[CH3:33])[C:15](=[O:30])[C:16]3[CH:21]=[CH:20][C:19]([O:22][CH3:23])=[C:18]([O:24][CH2:25][CH2:26][CH2:27][O:28][CH3:29])[CH:17]=3)[CH2:12][NH:8][CH2:9]2)[CH2:44][CH2:43][CH2:42][CH2:41][CH2:40]1. (2) Given the reactants [F:1][C:2]([F:16])([F:15])[C:3]1[CH:4]=[C:5]([CH:9]=[CH:10][C:11]=1[N+:12]([O-:14])=[O:13])[C:6](O)=[O:7].B.C1COCC1, predict the reaction product. The product is: [F:1][C:2]([F:15])([F:16])[C:3]1[CH:4]=[C:5]([CH:9]=[CH:10][C:11]=1[N+:12]([O-:14])=[O:13])[CH2:6][OH:7].